This data is from Peptide-MHC class I binding affinity with 185,985 pairs from IEDB/IMGT. The task is: Regression. Given a peptide amino acid sequence and an MHC pseudo amino acid sequence, predict their binding affinity value. This is MHC class I binding data. (1) The peptide sequence is RSLFNTIAVLY. The MHC is HLA-B18:01 with pseudo-sequence HLA-B18:01. The binding affinity (normalized) is 0.325. (2) The peptide sequence is TFHQTLQDPR. The MHC is HLA-A02:01 with pseudo-sequence HLA-A02:01. The binding affinity (normalized) is 0.178. (3) The peptide sequence is TLFIGSHVV. The MHC is HLA-B40:01 with pseudo-sequence HLA-B40:01. The binding affinity (normalized) is 0. (4) The peptide sequence is FPVTPQVPL. The MHC is HLA-B18:01 with pseudo-sequence HLA-B18:01. The binding affinity (normalized) is 0.152. (5) The peptide sequence is QSAGFTAGL. The MHC is Mamu-A01 with pseudo-sequence Mamu-A01. The binding affinity (normalized) is 0.607. (6) The peptide sequence is SRWRIRSGL. The MHC is HLA-A26:01 with pseudo-sequence HLA-A26:01. The binding affinity (normalized) is 0.0847. (7) The MHC is HLA-A02:03 with pseudo-sequence HLA-A02:03. The peptide sequence is RLVPGATYAL. The binding affinity (normalized) is 0.378.